Dataset: NCI-60 drug combinations with 297,098 pairs across 59 cell lines. Task: Regression. Given two drug SMILES strings and cell line genomic features, predict the synergy score measuring deviation from expected non-interaction effect. (1) Drug 1: CCN(CC)CCCC(C)NC1=C2C=C(C=CC2=NC3=C1C=CC(=C3)Cl)OC. Drug 2: C1CN(P(=O)(OC1)NCCCl)CCCl. Cell line: SR. Synergy scores: CSS=65.9, Synergy_ZIP=0.189, Synergy_Bliss=-2.53, Synergy_Loewe=-32.2, Synergy_HSA=-4.48. (2) Drug 1: COC1=NC(=NC2=C1N=CN2C3C(C(C(O3)CO)O)O)N. Drug 2: CC(C)(C#N)C1=CC(=CC(=C1)CN2C=NC=N2)C(C)(C)C#N. Cell line: UACC-257. Synergy scores: CSS=14.8, Synergy_ZIP=-3.96, Synergy_Bliss=0.920, Synergy_Loewe=-0.264, Synergy_HSA=-0.420. (3) Cell line: ACHN. Drug 1: C(CN)CNCCSP(=O)(O)O. Synergy scores: CSS=49.9, Synergy_ZIP=0.946, Synergy_Bliss=1.04, Synergy_Loewe=-32.7, Synergy_HSA=-1.05. Drug 2: B(C(CC(C)C)NC(=O)C(CC1=CC=CC=C1)NC(=O)C2=NC=CN=C2)(O)O.